This data is from Peptide-MHC class I binding affinity with 185,985 pairs from IEDB/IMGT. The task is: Regression. Given a peptide amino acid sequence and an MHC pseudo amino acid sequence, predict their binding affinity value. This is MHC class I binding data. (1) The peptide sequence is YLLAWKQVLA. The MHC is HLA-A24:02 with pseudo-sequence HLA-A24:02. The binding affinity (normalized) is 0.0856. (2) The peptide sequence is PIPSSWAFGK. The MHC is HLA-A02:02 with pseudo-sequence HLA-A02:02. The binding affinity (normalized) is 0.0704. (3) The peptide sequence is GLESIEQNLT. The MHC is HLA-A02:02 with pseudo-sequence HLA-A02:02. The binding affinity (normalized) is 0.181. (4) The peptide sequence is NVIEDITFLR. The MHC is HLA-A33:01 with pseudo-sequence HLA-A33:01. The binding affinity (normalized) is 0.766. (5) The binding affinity (normalized) is 0.804. The peptide sequence is WTMKILIGVV. The MHC is HLA-A02:06 with pseudo-sequence HLA-A02:06. (6) The peptide sequence is MRNTIMASK. The MHC is HLA-B15:17 with pseudo-sequence HLA-B15:17. The binding affinity (normalized) is 0.0847. (7) The peptide sequence is DYVVVHGYF. The MHC is HLA-A24:02 with pseudo-sequence HLA-A24:02. The binding affinity (normalized) is 0.644. (8) The peptide sequence is LFPRDSIL. The binding affinity (normalized) is 0. The MHC is Mamu-A01 with pseudo-sequence Mamu-A01. (9) The MHC is HLA-A02:01 with pseudo-sequence HLA-A02:01. The peptide sequence is YSAGALASC. The binding affinity (normalized) is 0.144.